The task is: Regression/Classification. Given a drug SMILES string, predict its toxicity properties. Task type varies by dataset: regression for continuous values (e.g., LD50, hERG inhibition percentage) or binary classification for toxic/non-toxic outcomes (e.g., AMES mutagenicity, cardiotoxicity, hepatotoxicity). Dataset: herg_karim.. This data is from hERG potassium channel inhibition data for cardiac toxicity prediction from Karim et al.. (1) The drug is CCN1CCN(c2cc3[nH]c(SC4(C)CCC(c5nnc(C)o5)CC4)nc3cc2Cl)CC1. The result is 0 (non-blocker). (2) The compound is CN1CCC(COCc2cc(C(F)(F)F)cc(N3CCC4CC43)n2)(c2ccc(F)cc2)CC1. The result is 0 (non-blocker). (3) The drug is Cc1ccc(-n2c(-c3ncccc3Cl)nc(CNC3CCC(F)C3)c2C)cn1. The result is 0 (non-blocker).